Regression/Classification. Given a drug SMILES string, predict its absorption, distribution, metabolism, or excretion properties. Task type varies by dataset: regression for continuous measurements (e.g., permeability, clearance, half-life) or binary classification for categorical outcomes (e.g., BBB penetration, CYP inhibition). Dataset: rlm. From a dataset of Rat liver microsome stability data. (1) The drug is O=C(O)CN1CCC(NS(=O)(=O)c2cc(S(=O)(=O)c3ccccc3)ccc2C(F)(F)F)CC1. The result is 0 (unstable in rat liver microsomes). (2) The drug is Cc1ccccc1OCC(O)CO. The result is 0 (unstable in rat liver microsomes). (3) The drug is Cc1c2c(n3c1CCCN1C[C@@H](N4CCCC4)C[C@@H]1CNc1cc-3ccc1C(N)=O)CC(C)(C)CC2=O. The result is 1 (stable in rat liver microsomes). (4) The drug is COc1cccc(CNc2ccc(S(=O)(=O)Nc3cccc4ccccc34)cc2)c1O. The result is 1 (stable in rat liver microsomes). (5) The result is 0 (unstable in rat liver microsomes). The compound is O=[N+]([O-])c1cccc(CNc2ccc(S(=O)(=O)Nc3nccs3)cc2)c1O. (6) The molecule is Cc1c(Nc2c(C#N)cncc2C=Cc2cccc(S(=O)(=O)N3CCCC3)c2)ccc2[nH]ccc12. The result is 1 (stable in rat liver microsomes).